Dataset: Full USPTO retrosynthesis dataset with 1.9M reactions from patents (1976-2016). Task: Predict the reactants needed to synthesize the given product. Given the product [NH2:1][C:2]1[N:3]=[C:4]([NH:23][CH2:22][CH2:21][NH:20][C:13](=[O:14])[O:15][C:16]([CH3:18])([CH3:17])[CH3:19])[S:5][C:6]=1[C:7]#[N:8], predict the reactants needed to synthesize it. The reactants are: [NH2:1][C:2]1[N:3]=[C:4](S(C)(=O)=O)[S:5][C:6]=1[C:7]#[N:8].[C:13]([NH:20][CH2:21][CH2:22][NH2:23])([O:15][C:16]([CH3:19])([CH3:18])[CH3:17])=[O:14].C(N(CC)C(C)C)(C)C.